Dataset: Peptide-MHC class II binding affinity with 134,281 pairs from IEDB. Task: Regression. Given a peptide amino acid sequence and an MHC pseudo amino acid sequence, predict their binding affinity value. This is MHC class II binding data. The peptide sequence is KGDEQKLRSAGEVEI. The MHC is DRB1_0101 with pseudo-sequence DRB1_0101. The binding affinity (normalized) is 0.178.